From a dataset of Catalyst prediction with 721,799 reactions and 888 catalyst types from USPTO. Predict which catalyst facilitates the given reaction. Reactant: Br[C:2]1[CH:7]=[CH:6][N:5]([C:8]2[CH:16]=[CH:15][C:14]3[C:10](=[C:11]([CH3:19])[N:12]([CH2:17][CH3:18])[N:13]=3)[CH:9]=2)[C:4](=[O:20])[CH:3]=1.[F:21][C:22]([F:31])([F:30])[C:23]1[N:24]=[C:25]([CH2:28][OH:29])[S:26][CH:27]=1.CC(C)([O-])C.[K+].O. Product: [CH2:17]([N:12]1[C:11]([CH3:19])=[C:10]2[C:14]([CH:15]=[CH:16][C:8]([N:5]3[CH:6]=[CH:7][C:2]([O:29][CH2:28][C:25]4[S:26][CH:27]=[C:23]([C:22]([F:31])([F:30])[F:21])[N:24]=4)=[CH:3][C:4]3=[O:20])=[CH:9]2)=[N:13]1)[CH3:18]. The catalyst class is: 11.